From a dataset of Full USPTO retrosynthesis dataset with 1.9M reactions from patents (1976-2016). Predict the reactants needed to synthesize the given product. Given the product [CH3:1][O:2][C:3]1[CH:8]=[CH:7][C:6]([C:9]2[S:10][CH:11]=[CH:12][CH:13]=2)=[CH:5][C:4]=1[C:14](=[CH2:31])[C:15]([C:17]1[CH:22]=[CH:21][C:20]([NH:23][C:24]([C:26]2[O:30][N:29]=[CH:28][CH:27]=2)=[O:25])=[CH:19][CH:18]=1)=[O:16], predict the reactants needed to synthesize it. The reactants are: [CH3:1][O:2][C:3]1[CH:8]=[CH:7][C:6]([C:9]2[S:10][CH:11]=[CH:12][CH:13]=2)=[CH:5][C:4]=1[CH2:14][C:15]([C:17]1[CH:22]=[CH:21][C:20]([NH:23][C:24]([C:26]2[O:30][N:29]=[CH:28][CH:27]=2)=[O:25])=[CH:19][CH:18]=1)=[O:16].[CH3:31]O.